Dataset: Forward reaction prediction with 1.9M reactions from USPTO patents (1976-2016). Task: Predict the product of the given reaction. (1) Given the reactants F[C:2]1[CH:7]=[C:6]([C:8]2[N:9]([CH3:22])[C:10]([S:20][CH3:21])=[N:11][C:12]=2[C:13]2[CH:18]=[CH:17][C:16]([F:19])=[CH:15][CH:14]=2)[CH:5]=[CH:4][N:3]=1.[CH2:23]([N:30]1[CH2:35][CH2:34][CH:33]([NH2:36])[CH2:32][CH2:31]1)[C:24]1[CH:29]=[CH:28][CH:27]=[CH:26][CH:25]=1, predict the reaction product. The product is: [CH2:23]([N:30]1[CH2:35][CH2:34][CH:33]([NH:36][C:2]2[CH:7]=[C:6]([C:8]3[N:9]([CH3:22])[C:10]([S:20][CH3:21])=[N:11][C:12]=3[C:13]3[CH:18]=[CH:17][C:16]([F:19])=[CH:15][CH:14]=3)[CH:5]=[CH:4][N:3]=2)[CH2:32][CH2:31]1)[C:24]1[CH:25]=[CH:26][CH:27]=[CH:28][CH:29]=1. (2) Given the reactants Br[C:2]1[CH:3]=[C:4]([C:8]2[C:22]([C:23]3[CH:28]=[CH:27][N:26]=[C:25]([NH:29][CH:30]4[CH2:34][CH2:33][CH2:32][CH2:31]4)[N:24]=3)=[C:11]3[CH:12]=[CH:13][CH:14]=[C:15]([NH:16][CH:17]4[CH2:21][CH2:20][CH2:19][CH2:18]4)[N:10]3[N:9]=2)[CH:5]=[CH:6][CH:7]=1.[C:35]1(B(O)O)[CH:40]=[CH:39][CH:38]=[CH:37][CH:36]=1.C(=O)([O-])[O-].[K+].[K+].C1(P(C2C=CC=CC=2)C2C=CC=CC=2)C=CC=CC=1, predict the reaction product. The product is: [C:2]1([C:35]2[CH:40]=[CH:39][CH:38]=[CH:37][CH:36]=2)[CH:7]=[CH:6][CH:5]=[C:4]([C:8]2[C:22]([C:23]3[CH:28]=[CH:27][N:26]=[C:25]([NH:29][CH:30]4[CH2:34][CH2:33][CH2:32][CH2:31]4)[N:24]=3)=[C:11]3[CH:12]=[CH:13][CH:14]=[C:15]([NH:16][CH:17]4[CH2:21][CH2:20][CH2:19][CH2:18]4)[N:10]3[N:9]=2)[CH:3]=1. (3) Given the reactants [Br:1][CH:2](O)[CH2:3][CH2:4][CH2:5][CH2:6]C.CC1C=CC(S(O)(=O)=O)=CC=1.[O:20]1[CH:25]=[CH:24][CH2:23][CH2:22][CH2:21]1.[C:26]([O-:29])(O)=O.[Na+], predict the reaction product. The product is: [Br:1][CH2:2][CH2:3][CH2:4][CH2:5][CH2:6][CH2:26][O:29][CH:25]1[CH2:24][CH2:23][CH2:22][CH2:21][O:20]1. (4) Given the reactants [O:1]=[C:2]1[N:7]([C:8]2[CH:13]=[CH:12][CH:11]=[C:10]([C:14]([F:17])([F:16])[F:15])[CH:9]=2)[C:6]2[CH2:18][CH2:19][NH:20][C:21](=[O:22])[C:5]=2[CH:4]([C:23]2[CH:30]=[CH:29][C:26]([C:27]#[N:28])=[CH:25][CH:24]=2)[NH:3]1.Cl[C:32]([O:34][C:35]1[CH:40]=[CH:39][C:38]([N+:41]([O-:43])=[O:42])=[CH:37][CH:36]=1)=[O:33].C(N(CC)CC)C, predict the reaction product. The product is: [C:27]([C:26]1[CH:25]=[CH:24][C:23]([CH:4]2[N:3]([C:32]([O:34][C:35]3[CH:36]=[CH:37][C:38]([N+:41]([O-:43])=[O:42])=[CH:39][CH:40]=3)=[O:33])[C:2](=[O:1])[N:7]([C:8]3[CH:13]=[CH:12][CH:11]=[C:10]([C:14]([F:15])([F:16])[F:17])[CH:9]=3)[C:6]3[CH2:18][CH2:19][NH:20][C:21](=[O:22])[C:5]2=3)=[CH:30][CH:29]=1)#[N:28]. (5) Given the reactants N(C(OCC)=O)=NC(OCC)=O.[OH:13][C:14]1[CH:15]=[C:16]([CH:19]=[CH:20][CH:21]=1)[CH:17]=[O:18].C1(P(C2C=CC=CC=2)C2C=CC=CC=2)C=CC=CC=1.O[CH2:42][CH2:43][C:44]1[CH:49]=[CH:48][CH:47]=[CH:46][N:45]=1, predict the reaction product. The product is: [N:45]1[CH:46]=[CH:47][CH:48]=[CH:49][C:44]=1[CH2:43][CH2:42][O:13][C:14]1[CH:15]=[C:16]([CH:19]=[CH:20][CH:21]=1)[CH:17]=[O:18]. (6) Given the reactants [NH2:1][C:2]1[N:3]=[C:4]([NH:16][C:17]2[CH:22]=[CH:21][C:20]([N:23]3[CH2:28][CH2:27][N:26](C(OC(C)(C)C)=O)[CH2:25][CH2:24]3)=[CH:19][CH:18]=2)[S:5][C:6]=1[C:7](=[O:15])[C:8]1[CH:13]=[CH:12][CH:11]=[C:10]([F:14])[CH:9]=1.C(O)(C(F)(F)F)=O.C(Cl)Cl, predict the reaction product. The product is: [NH2:1][C:2]1[N:3]=[C:4]([NH:16][C:17]2[CH:18]=[CH:19][C:20]([N:23]3[CH2:28][CH2:27][NH:26][CH2:25][CH2:24]3)=[CH:21][CH:22]=2)[S:5][C:6]=1[C:7]([C:8]1[CH:13]=[CH:12][CH:11]=[C:10]([F:14])[CH:9]=1)=[O:15]. (7) Given the reactants [CH3:1][O:2][C:3]1[CH:11]=[CH:10][C:9]([O:12][CH3:13])=[C:8]2[C:4]=1[C:5]([CH3:16])=[C:6]([CH3:15])[CH:7]2[CH3:14].N#N.C(O)(C)C.[Li]CCCC.[P:28](Cl)([CH:32]([CH3:34])[CH3:33])[CH:29]([CH3:31])[CH3:30].[H+].[B-:37](F)([F:40])([F:39])[F:38].CCOCC, predict the reaction product. The product is: [CH3:13][O:12][C:9]1[C:10]([PH+:28]([CH:32]([CH3:34])[CH3:33])[CH:29]([CH3:31])[CH3:30])=[CH:11][C:3]([O:2][CH3:1])=[C:4]2[C:8]=1[C:7]([CH3:14])=[C:6]([CH3:15])[CH:5]2[CH3:16].[B:37]([F:40])([F:39])[F:38].